Dataset: Forward reaction prediction with 1.9M reactions from USPTO patents (1976-2016). Task: Predict the product of the given reaction. (1) Given the reactants [CH2:1]([O:3][C@H:4]([C:17]([O:19][CH2:20][CH3:21])=[O:18])[CH2:5][C:6]1[CH:16]=[CH:15][C:9]([O:10][CH2:11][C:12]([OH:14])=O)=[CH:8][CH:7]=1)[CH3:2].Cl.[F:23][C:24]1[CH:39]=[C:38]([F:40])[CH:37]=[CH:36][C:25]=1[CH2:26][NH:27][CH2:28][CH2:29][CH2:30][CH2:31][CH2:32][CH2:33][CH2:34][CH3:35].C(N(CC)C(C)C)(C)C.Cl.C(N=C=NCCCN(C)C)C, predict the reaction product. The product is: [F:23][C:24]1[CH:39]=[C:38]([F:40])[CH:37]=[CH:36][C:25]=1[CH2:26][N:27]([CH2:28][CH2:29][CH2:30][CH2:31][CH2:32][CH2:33][CH2:34][CH3:35])[C:12](=[O:14])[CH2:11][O:10][C:9]1[CH:8]=[CH:7][C:6]([CH2:5][C@H:4]([O:3][CH2:1][CH3:2])[C:17]([O:19][CH2:20][CH3:21])=[O:18])=[CH:16][CH:15]=1. (2) Given the reactants Br[C:2]1[CH:3]=[C:4]([CH:8]=[C:9]([N+:11]([O-:13])=[O:12])[CH:10]=1)[N:5]([CH3:7])[CH3:6].[N:14]1C=CC=C[CH:15]=1.C([Cu])#N.N, predict the reaction product. The product is: [CH3:6][N:5]([CH3:7])[C:4]1[CH:3]=[C:2]([CH:10]=[C:9]([N+:11]([O-:13])=[O:12])[CH:8]=1)[C:15]#[N:14]. (3) Given the reactants CC(C[AlH]CC(C)C)C.[Br:10][C:11]1[CH:12]=[C:13]([C:18]2[CH:23]=[CH:22][C:21](/[C:24](/[CH3:31])=[CH:25]/[C:26](OCC)=[O:27])=[CH:20][CH:19]=2)[CH:14]=[C:15]([Br:17])[CH:16]=1, predict the reaction product. The product is: [Br:10][C:11]1[CH:12]=[C:13]([C:18]2[CH:19]=[CH:20][C:21](/[C:24](/[CH3:31])=[CH:25]/[CH2:26][OH:27])=[CH:22][CH:23]=2)[CH:14]=[C:15]([Br:17])[CH:16]=1. (4) Given the reactants C([O:8][C:9]1[CH:10]=[C:11]2[C:15](=[CH:16][CH:17]=1)[NH:14][N:13]=[C:12]2/[CH:18]=[CH:19]/[C:20]1[CH:25]=[CH:24][CH:23]=[CH:22][CH:21]=1)C1C=CC=CC=1.I[Si](C)(C)C.CO, predict the reaction product. The product is: [CH:18]([C:12]1[C:11]2[C:15](=[CH:16][CH:17]=[C:9]([OH:8])[CH:10]=2)[NH:14][N:13]=1)=[CH:19][C:20]1[CH:21]=[CH:22][CH:23]=[CH:24][CH:25]=1. (5) The product is: [NH:14]1[CH:15]=[CH:16][CH:17]=[C:13]1[C:7]1[C:6]2[C:10](=[CH:11][CH:12]=[C:4]([NH2:1])[CH:5]=2)[NH:9][N:8]=1. Given the reactants [N+:1]([C:4]1[CH:5]=[C:6]2[C:10](=[CH:11][CH:12]=1)[NH:9][N:8]=[C:7]2[C:13]1[NH:14][CH:15]=[CH:16][CH:17]=1)([O-])=O, predict the reaction product. (6) Given the reactants F[C:2]1[C:15]2[C:14](=[O:16])[C:13]3[C:8](=[C:9]([OH:18])[CH:10]=[CH:11][C:12]=3[OH:17])[C:7](=[O:19])[C:6]=2[C:5](F)=[C:4]([F:21])[C:3]=1[F:22].[CH3:23][N:24]([CH3:28])[CH2:25][CH2:26][NH2:27], predict the reaction product. The product is: [CH3:23][N:24]([CH3:28])[CH2:25][CH2:26][NH:27][C:5]1[C:6]2[C:7](=[O:19])[C:8]3[C:13](=[C:12]([OH:17])[CH:11]=[CH:10][C:9]=3[OH:18])[C:14](=[O:16])[C:15]=2[C:2]([NH:27][CH2:26][CH2:25][N:24]([CH3:28])[CH3:23])=[C:3]([F:22])[C:4]=1[F:21]. (7) The product is: [CH2:1]([O:3][C:4](=[O:21])[CH2:5][N:6]([C:11]([O:13][CH2:14][C:15]1[CH:20]=[CH:19][CH:18]=[CH:17][CH:16]=1)=[O:12])[CH2:7][CH2:8][CH:9]=[N:30][C@@H:28]([C:22]1[CH:27]=[CH:26][CH:25]=[CH:24][CH:23]=1)[CH3:29])[CH3:2]. Given the reactants [CH2:1]([O:3][C:4](=[O:21])[CH2:5][N:6]([C:11]([O:13][CH2:14][C:15]1[CH:20]=[CH:19][CH:18]=[CH:17][CH:16]=1)=[O:12])[CH2:7][CH2:8][CH:9]=O)[CH3:2].[C:22]1([C@H:28]([NH2:30])[CH3:29])[CH:27]=[CH:26][CH:25]=[CH:24][CH:23]=1, predict the reaction product.